Predict the product of the given reaction. From a dataset of Forward reaction prediction with 1.9M reactions from USPTO patents (1976-2016). (1) The product is: [F:1][C:2]1[CH:3]=[CH:4][C:5]([C:8]([N+:14]([O-:16])=[O:15])=[CH:9][CH:10]([CH3:11])[CH3:12])=[CH:6][CH:7]=1. Given the reactants [F:1][C:2]1[CH:7]=[CH:6][C:5]([CH:8]([N+:14]([O-:16])=[O:15])[CH:9](O)[CH:10]([CH3:12])[CH3:11])=[CH:4][CH:3]=1.CS(Cl)(=O)=O.C(N(CC)CC)C, predict the reaction product. (2) Given the reactants [Cl:1][C:2]1[C:7]([F:8])=[C:6]([NH2:9])[CH:5]=[CH:4][N:3]=1.[H-].[Na+].[Cl:12][C:13]1[CH:21]=[C:20]([C:22]#[N:23])[CH:19]=[C:18]([F:24])[C:14]=1[C:15](Cl)=[O:16], predict the reaction product. The product is: [Cl:12][C:13]1[CH:21]=[C:20]([C:22]#[N:23])[CH:19]=[C:18]([F:24])[C:14]=1[C:15]([N:9]([C:15](=[O:16])[C:14]1[C:18]([F:24])=[CH:19][C:20]([C:22]#[N:23])=[CH:21][C:13]=1[Cl:12])[C:6]1[CH:5]=[CH:4][N:3]=[C:2]([Cl:1])[C:7]=1[F:8])=[O:16].